From a dataset of Catalyst prediction with 721,799 reactions and 888 catalyst types from USPTO. Predict which catalyst facilitates the given reaction. (1) Reactant: [Cl:1][C:2]1[CH:7]=[CH:6][CH:5]=[C:4]([Cl:8])[C:3]=1[C:9]1[CH:14]=[C:13]([F:15])[CH:12]=[CH:11][C:10]=1[O:16][CH3:17].[N+:18]([O-])([OH:20])=[O:19]. Product: [Cl:1][C:2]1[CH:7]=[CH:6][CH:5]=[C:4]([Cl:8])[C:3]=1[C:9]1[CH:14]=[C:13]([F:15])[CH:12]=[C:11]([N+:18]([O-:20])=[O:19])[C:10]=1[O:16][CH3:17]. The catalyst class is: 152. (2) Reactant: [F:1][C:2]1[CH:7]=[CH:6][C:5]([NH:8][C:9]2[C:14]([C:15](=[O:17])[CH3:16])=[CH:13][CH:12]=[CH:11][N:10]=2)=[CH:4][CH:3]=1.[CH3:18][O:19][C:20]1[CH:21]=[C:22]([CH:25]=[C:26]([O:30][CH3:31])[C:27]=1[O:28][CH3:29])[CH:23]=O.Cl. Product: [F:1][C:2]1[CH:7]=[CH:6][C:5]([NH:8][C:9]2[C:14]([C:15](=[O:17])/[CH:16]=[CH:23]/[C:22]3[CH:25]=[C:26]([O:30][CH3:31])[C:27]([O:28][CH3:29])=[C:20]([O:19][CH3:18])[CH:21]=3)=[CH:13][CH:12]=[CH:11][N:10]=2)=[CH:4][CH:3]=1. The catalyst class is: 5. (3) Reactant: [N+:1]([C:4]1[CH:15]=[C:8]2[C:9]([O:11][C:12](=O)[NH:13][C:7]2=[CH:6][CH:5]=1)=O)([O-:3])=[O:2].C(#N)C([CH2:19][C:20]#[N:21])O.C([N:25](CC)CC)C. Product: [NH2:25][C:12]1[C:19]([C:20]#[N:21])=[C:9]([OH:11])[C:8]2[C:7](=[CH:6][CH:5]=[C:4]([N+:1]([O-:3])=[O:2])[CH:15]=2)[N:13]=1. The catalyst class is: 3. (4) Reactant: [F:1][C:2]1[CH:23]=[CH:22][C:5]([CH2:6][NH:7][C:8]([C:10]2[S:18][C:17]3[N:12]([C:13](=[O:21])[NH:14][C:15](=[O:20])[C:16]=3[CH3:19])[CH:11]=2)=[O:9])=[CH:4][CH:3]=1.C(=O)([O-])[O-].[Cs+].[Cs+].[CH3:30][O:31][C:32](=[O:41])[NH:33][C:34]1[CH:38]=[C:37]([CH2:39]Br)[O:36][N:35]=1. Product: [CH3:30][O:31][C:32](=[O:41])[NH:33][C:34]1[CH:38]=[C:37]([CH2:39][N:14]2[C:15](=[O:20])[C:16]([CH3:19])=[C:17]3[S:18][C:10]([C:8](=[O:9])[NH:7][CH2:6][C:5]4[CH:4]=[CH:3][C:2]([F:1])=[CH:23][CH:22]=4)=[CH:11][N:12]3[C:13]2=[O:21])[O:36][N:35]=1. The catalyst class is: 9. (5) Reactant: C[Al](C)C.[NH3:5].[F:6][C:7]1[CH:12]=[CH:11][CH:10]=[C:9]([F:13])[C:8]=1[N:14]1[C:19]2[N:20]=[C:21]([NH:32][CH2:33][C:34](OC)=[O:35])[N:22]=[C:23]([C:24]3[CH:29]=[CH:28][C:27]([F:30])=[CH:26][C:25]=3[CH3:31])[C:18]=2[CH:17]=[CH:16][C:15]1=[O:38]. Product: [F:13][C:9]1[CH:10]=[CH:11][CH:12]=[C:7]([F:6])[C:8]=1[N:14]1[C:19]2[N:20]=[C:21]([NH:32][CH2:33][C:34]([NH2:5])=[O:35])[N:22]=[C:23]([C:24]3[CH:29]=[CH:28][C:27]([F:30])=[CH:26][C:25]=3[CH3:31])[C:18]=2[CH:17]=[CH:16][C:15]1=[O:38]. The catalyst class is: 317. (6) Reactant: Cl[C:2]1[CH:7]=[C:6]([O:8][C:9]2[C:18]3[C:13](=[CH:14][CH:15]=[CH:16][CH:17]=3)[C:12]([NH2:19])=[CH:11][CH:10]=2)[CH:5]=[CH:4][N:3]=1.[NH2:20][C:21]1[CH:26]=[CH:25][CH:24]=[CH:23][CH:22]=1.Cl.O1CCOCC1. Product: [NH2:19][C:12]1[C:13]2[C:18](=[CH:17][CH:16]=[CH:15][CH:14]=2)[C:9]([O:8][C:6]2[CH:5]=[CH:4][N:3]=[C:2]([NH:20][C:21]3[CH:26]=[CH:25][CH:24]=[CH:23][CH:22]=3)[CH:7]=2)=[CH:10][CH:11]=1. The catalyst class is: 37. (7) Reactant: CON(C)[C:4](=[O:14])[CH2:5][NH:6][C:7](=[O:13])[O:8][C:9]([CH3:12])([CH3:11])[CH3:10].[CH3:16][Mg+].[Br-]. Product: [O:14]=[C:4]([CH3:16])[CH2:5][NH:6][C:7](=[O:13])[O:8][C:9]([CH3:12])([CH3:11])[CH3:10]. The catalyst class is: 1. (8) Reactant: [BrH:1].[N:2]([CH2:5][C@H:6]1[O:15][CH:10](OC(=O)C)[C@H:9]([O:16][C:17](=[O:19])[CH3:18])[C@@H:8]([O:20][C:21](=[O:23])[CH3:22])[C@H:7]1[O:24][C:25](=[O:27])[CH3:26])=[N+:3]=[N-:4].C(OCC)(=O)C. Product: [C:17]([O:16][C@@H:9]1[C@@H:8]([O:20][C:21](=[O:23])[CH3:22])[C@@H:7]([O:24][C:25](=[O:27])[CH3:26])[C@@H:6]([CH2:5][N:2]=[N+:3]=[N-:4])[O:15][C@@H:10]1[Br:1])(=[O:19])[CH3:18]. The catalyst class is: 699. (9) Reactant: CI.[Br:3][C:4]1[CH:9]=[CH:8][C:7]([OH:10])=[C:6]([F:11])[CH:5]=1.[C:12]([O-])([O-])=O.[K+].[K+]. Product: [Br:3][C:4]1[CH:9]=[CH:8][C:7]([O:10][CH3:12])=[C:6]([F:11])[CH:5]=1. The catalyst class is: 21.